From a dataset of Reaction yield outcomes from USPTO patents with 853,638 reactions. Predict the reaction yield, written as a fraction of the theoretical maximum amount of product (1.0 means a 100% yield; for example, 0.34 means a 34% yield). (1) The reactants are Br[C:2]1[O:3][C:4]([C:7]([O:9][CH2:10][CH3:11])=[O:8])=[CH:5][N:6]=1.[NH:12]1[CH2:17][CH2:16][CH2:15][CH2:14][CH2:13]1.FC(C1C=CC=CC=1)(F)F. No catalyst specified. The product is [N:12]1([C:2]2[O:3][C:4]([C:7]([O:9][CH2:10][CH3:11])=[O:8])=[CH:5][N:6]=2)[CH2:17][CH2:16][CH2:15][CH2:14][CH2:13]1. The yield is 0.780. (2) The reactants are Br[C:2]1[CH:15]=[CH:14][CH:13]=[CH:12][C:3]=1[CH2:4][NH:5][C:6](=[O:11])[C:7]([F:10])([F:9])[F:8].CC1(C)C(C)(C)OB([C:24]2[CH:30]=[CH:29][C:27]([NH2:28])=[CH:26][CH:25]=2)O1.C1C=CC(P(C2C=CC=CC=2)C2C=CC=CC=2)=CC=1.C([O-])([O-])=O.[K+].[K+]. The catalyst is CN(C=O)C.CC([O-])=O.CC([O-])=O.[Pd+2]. The product is [NH2:28][C:27]1[CH:29]=[CH:30][C:24]([C:2]2[CH:15]=[CH:14][CH:13]=[CH:12][C:3]=2[CH2:4][NH:5][C:6](=[O:11])[C:7]([F:10])([F:9])[F:8])=[CH:25][CH:26]=1. The yield is 0.490. (3) The reactants are [Cl:1][C:2]1[C:3]([CH3:15])=[N:4][N:5]([C:8]2[CH:13]=[CH:12][C:11]([NH2:14])=[CH:10][CH:9]=2)[C:6]=1[CH3:7].[Br:16][C:17]1[CH:18]=[C:19]2[C:24](=[CH:25][CH:26]=1)[C:23](=[O:27])[NH:22][C:21](=[O:28])[C:20]2=[CH:29]OC.CCOC(C)=O.O. The catalyst is CN(C)C=O. The product is [Br:16][C:17]1[CH:18]=[C:19]2[C:24](=[CH:25][CH:26]=1)[C:23](=[O:27])[NH:22][C:21](=[O:28])[C:20]2=[CH:29][NH:14][C:11]1[CH:12]=[CH:13][C:8]([N:5]2[C:6]([CH3:7])=[C:2]([Cl:1])[C:3]([CH3:15])=[N:4]2)=[CH:9][CH:10]=1. The yield is 0.320.